This data is from Forward reaction prediction with 1.9M reactions from USPTO patents (1976-2016). The task is: Predict the product of the given reaction. (1) Given the reactants [CH3:1][N:2]([C:11]1[CH:12]=[N:13][CH:14]=[CH:15][CH:16]=1)[C:3]1[C:8]([CH2:9][OH:10])=[CH:7][CH:6]=[CH:5][N:4]=1.CC(OI1(OC(C)=O)(OC(C)=O)OC(=O)C2C=CC=CC1=2)=O.S([O-])([O-])(=O)=S.[Na+].[Na+].C(=O)(O)[O-].[Na+], predict the reaction product. The product is: [CH3:1][N:2]([C:11]1[CH:12]=[N:13][CH:14]=[CH:15][CH:16]=1)[C:3]1[N:4]=[CH:5][CH:6]=[CH:7][C:8]=1[CH:9]=[O:10]. (2) The product is: [CH3:1][O:2][C:3](=[O:29])[CH:4]([CH2:21][CH2:22][C:23]1[CH:24]=[CH:25][CH:26]=[CH:27][CH:28]=1)[CH:5]([C:6]([N:8]1[CH:12]([CH2:13][C:14]2[CH:15]=[CH:16][CH:17]=[CH:18][CH:19]=2)[CH2:11][O:10][C:9]1=[O:20])=[O:7])[CH2:31][C:32]([O:34][C:35]([CH3:38])([CH3:37])[CH3:36])=[O:33]. Given the reactants [CH3:1][O:2][C:3](=[O:29])[CH:4]([CH2:21][CH2:22][C:23]1[CH:28]=[CH:27][CH:26]=[CH:25][CH:24]=1)[CH2:5][C:6]([N:8]1[CH:12]([CH2:13][C:14]2[CH:19]=[CH:18][CH:17]=[CH:16][CH:15]=2)[CH2:11][O:10][C:9]1=[O:20])=[O:7].Br[CH2:31][C:32]([O:34][C:35]([CH3:38])([CH3:37])[CH3:36])=[O:33], predict the reaction product. (3) Given the reactants [NH2:1][C:2]1[N:7]=[CH:6][N:5]=[C:4]2[N:8]([C@@H:12]([C:14]3[CH:21]=[C:20]([Cl:22])[C:17]([C:18]#[N:19])=[C:16]([CH:23]4[CH2:26][N:25]([CH2:27][C@@H:28]([OH:30])[CH3:29])[CH2:24]4)[C:15]=3[O:31][CH3:32])[CH3:13])[N:9]=[C:10]([CH3:11])[C:3]=12.NC1N=CN=C2N([C@H](C3C=C(Cl)C(C#N)=C(C4CN(C[C@H](O)C)C4)C=3OC)C)N=C(C)C=12.COC1C=C(C=CC=1)C#N, predict the reaction product. The product is: [NH2:1][C:2]1[N:7]=[CH:6][N:5]=[C:4]2[N:8]([CH:12]([C:14]3[CH:21]=[C:20]([Cl:22])[C:17]([C:18]#[N:19])=[C:16]([CH:23]4[CH2:26][N:25]([CH2:27][CH:28]([OH:30])[CH3:29])[CH2:24]4)[C:15]=3[O:31][CH3:32])[CH3:13])[N:9]=[C:10]([CH3:11])[C:3]=12. (4) The product is: [N:1]1[CH:11]=[C:12]([NH2:8])[N:3]2[CH:4]=[CH:5][CH:6]=[CH:7][C:2]=12. Given the reactants [NH2:1][C:2]1[CH:7]=[CH:6][CH:5]=[CH:4][N:3]=1.[NH:8]1[C:12]2C=CC=C[C:11]=2N=N1.[C-]#N.[K+].C(Cl)(=O)C, predict the reaction product.